From a dataset of Reaction yield outcomes from USPTO patents with 853,638 reactions. Predict the reaction yield, written as a fraction of the theoretical maximum amount of product (1.0 means a 100% yield; for example, 0.34 means a 34% yield). (1) The reactants are CS(O[CH2:6][C@@H:7]1[C@H:10]([NH:11][C:12]([O:14][CH2:15][C:16]2[CH:21]=[CH:20][CH:19]=[CH:18][CH:17]=2)=[O:13])[C:9](=[O:22])[N:8]1[CH2:23][C:24]1[CH:29]=[CH:28][C:27]([O:30][CH3:31])=[CH:26][C:25]=1[O:32][CH3:33])(=O)=O.[NH:34]1[CH:39]=[CH:38][CH:37]=[CH:36][C:35]1=[O:40].C([O-])([O-])=O.[K+].[K+].[Na+].[I-]. The catalyst is CN(C=O)C.CCOC(C)=O. The product is [CH3:33][O:32][C:25]1[CH:26]=[C:27]([O:30][CH3:31])[CH:28]=[CH:29][C:24]=1[CH2:23][N:8]1[C@H:7]([CH2:6][N:34]2[CH:39]=[CH:38][CH:37]=[CH:36][C:35]2=[O:40])[C@H:10]([NH:11][C:12](=[O:13])[O:14][CH2:15][C:16]2[CH:21]=[CH:20][CH:19]=[CH:18][CH:17]=2)[C:9]1=[O:22]. The yield is 0.350. (2) The reactants are [C:1]([O:5][CH2:6][CH2:7][C:8]([OH:10])=O)([CH3:4])([CH3:3])[CH3:2].CN1CCOCC1.ClC(OCC(C)C)=O.[NH2:26]/[C:27](=[N:58]\[OH:59])/[C@H:28]([NH:35][C:36]([CH:38]1[N:42]([S:43]([C:46]2[CH:51]=[CH:50][C:49]([C:52]3[CH:57]=[CH:56][CH:55]=[CH:54][CH:53]=3)=[CH:48][CH:47]=2)(=[O:45])=[O:44])[CH2:41][CH2:40][S:39]1)=[O:37])[C:29]1[CH:34]=[CH:33][CH:32]=[CH:31][CH:30]=1. The catalyst is C1COCC1. The product is [C:49]1([C:52]2[CH:57]=[CH:56][CH:55]=[CH:54][CH:53]=2)[CH:50]=[CH:51][C:46]([S:43]([N:42]2[CH2:41][CH2:40][S:39][CH:38]2[C:36]([NH:35][CH:28]([C:29]2[CH:34]=[CH:33][CH:32]=[CH:31][CH:30]=2)/[C:27](/[NH:26][C:8](=[O:10])[CH2:7][CH2:6][O:5][C:1]([CH3:2])([CH3:3])[CH3:4])=[N:58]\[OH:59])=[O:37])(=[O:45])=[O:44])=[CH:47][CH:48]=1. The yield is 0.860. (3) The reactants are [CH3:1][S@@:2]([C:4]([CH3:7])([CH3:6])[CH3:5])=[O:3].[C:8]([Mg]Cl)(C)([CH3:10])[CH3:9].C[Mg]Br. The catalyst is C1COCC1. The product is [CH2:1]([S@:2]([C:4]([CH3:7])([CH3:6])[CH3:5])=[O:3])[CH:8]([CH3:10])[CH3:9]. The yield is 0.830. (4) The reactants are [F:1][C:2]1[CH:7]=[CH:6][C:5]([CH:8]2[C:12]3[C:13]([CH3:30])=[C:14]([N:19]4[C:27](=O)[C:26]5[C:21](=[CH:22][CH:23]=[CH:24][CH:25]=5)[C:20]4=O)[C:15]([CH3:18])=[C:16]([CH3:17])[C:11]=3[O:10][C:9]2([CH3:32])[CH3:31])=[CH:4][CH:3]=1. The catalyst is C(OCC)(=O)C. The product is [F:1][C:2]1[CH:7]=[CH:6][C:5]([CH:8]2[C:12]3[C:13]([CH3:30])=[C:14]([N:19]4[CH2:20][C:21]5[C:26](=[CH:25][CH:24]=[CH:23][CH:22]=5)[CH2:27]4)[C:15]([CH3:18])=[C:16]([CH3:17])[C:11]=3[O:10][C:9]2([CH3:32])[CH3:31])=[CH:4][CH:3]=1. The yield is 0.550. (5) The reactants are I[C:2]1[CH:3]=[C:4]([C:8]2[N:9]=[C:10]3[C:16]([C:17](=[O:22])[C:18]([CH3:21])([CH3:20])[CH3:19])=[CH:15][NH:14][C:11]3=[N:12][CH:13]=2)[CH:5]=[CH:6][CH:7]=1.[CH2:23]1[C:26]2([CH2:29][NH:28][CH2:27]2)[CH2:25][O:24]1.C(=O)([O-])[O-].[K+].[K+].N1CCCC1C(O)=O. The catalyst is [Cu](I)I. The product is [CH3:19][C:18]([CH3:21])([CH3:20])[C:17]([C:16]1[C:10]2[C:11](=[N:12][CH:13]=[C:8]([C:4]3[CH:5]=[CH:6][CH:7]=[C:2]([N:28]4[CH2:29][C:26]5([CH2:23][O:24][CH2:25]5)[CH2:27]4)[CH:3]=3)[N:9]=2)[NH:14][CH:15]=1)=[O:22]. The yield is 0.250. (6) The reactants are [CH2:1]([NH:8][C@@H:9]([CH3:16])[C:10]1[CH:15]=[CH:14][CH:13]=[CH:12][CH:11]=1)[C:2]1[CH:7]=[CH:6][CH:5]=[CH:4][CH:3]=1.[Li]CCCC.[C:22]([O:29][CH2:30][CH3:31])(=[O:28])/[CH:23]=[CH:24]/[CH2:25][CH2:26][CH3:27].[NH4+].[Cl-]. The catalyst is C1COCC1. The product is [CH2:30]([O:29][C:22](=[O:28])[CH2:23][C@@H:24]([N:8]([CH2:1][C:2]1[CH:7]=[CH:6][CH:5]=[CH:4][CH:3]=1)[C@H:9]([C:10]1[CH:15]=[CH:14][CH:13]=[CH:12][CH:11]=1)[CH3:16])[CH2:25][CH2:26][CH3:27])[CH3:31]. The yield is 0.500. (7) The reactants are [NH2:1][C:2]1[CH:7]=[CH:6][C:5]([N+:8]([O-:10])=[O:9])=[CH:4][N:3]=1.OS(O)(=O)=O.[C:16](OC(=O)C)(=[O:18])[CH3:17]. No catalyst specified. The product is [N+:8]([C:5]1[CH:6]=[CH:7][C:2]([NH:1][C:16](=[O:18])[CH3:17])=[N:3][CH:4]=1)([O-:10])=[O:9]. The yield is 0.980. (8) The reactants are [O:1]=[C:2]1[C:7]2[CH:8]=[CH:9][CH:10]=[CH:11][C:6]=2[S:5][C:4]([C:12]2[N:17]=[C:16]([CH2:18][CH2:19][CH2:20][CH2:21][C:22]([O:24]CC[Si](C)(C)C)=[O:23])[CH:15]=[CH:14][CH:13]=2)=[N:3]1.[F-].C([N+](CCCC)(CCCC)CCCC)CCC.O1CCCC1. The catalyst is CN(C)C=O. The product is [O:1]=[C:2]1[C:7]2[CH:8]=[CH:9][CH:10]=[CH:11][C:6]=2[S:5][C:4]([C:12]2[N:17]=[C:16]([CH2:18][CH2:19][CH2:20][CH2:21][C:22]([OH:24])=[O:23])[CH:15]=[CH:14][CH:13]=2)=[N:3]1. The yield is 0.550. (9) The reactants are O1C=CC=C1C1N(C)[N:9]=[C:8]([CH2:12][P:13](=[O:20])([O:17][CH2:18][CH3:19])[O:14][CH2:15][CH3:16])[CH:7]=1.ClCC1N=[C:25]([C:28]2[CH:33]=[CH:32][CH:31]=[CH:30][CH:29]=2)[S:26]C=1. No catalyst specified. The product is [C:28]1([C:25]2[S:26][CH:7]=[C:8]([CH2:12][P:13](=[O:20])([O:14][CH2:15][CH3:16])[O:17][CH2:18][CH3:19])[N:9]=2)[CH:33]=[CH:32][CH:31]=[CH:30][CH:29]=1. The yield is 0.760.